This data is from Full USPTO retrosynthesis dataset with 1.9M reactions from patents (1976-2016). The task is: Predict the reactants needed to synthesize the given product. (1) Given the product [I:1][C:2]1[CH:3]=[C:4]([CH:8]=[CH:9][C:10]=1[N+:11]([O-:13])=[O:12])[C:5]([NH:14][CH2:15][C:16]([O:18][CH2:19][C:20]1[CH:25]=[CH:24][CH:23]=[CH:22][CH:21]=1)=[O:17])=[O:7], predict the reactants needed to synthesize it. The reactants are: [I:1][C:2]1[CH:3]=[C:4]([CH:8]=[CH:9][C:10]=1[N+:11]([O-:13])=[O:12])[C:5]([OH:7])=O.[NH2:14][CH2:15][C:16]([O:18][CH2:19][C:20]1[CH:25]=[CH:24][CH:23]=[CH:22][CH:21]=1)=[O:17].C1CCC(N=C=NC2CCCCC2)CC1. (2) Given the product [C:3]1([C:8]2[CH:13]=[CH:12][CH:11]=[CH:10][CH:9]=2)[CH:4]=[CH:5][CH:6]=[CH:7][C:2]=1[CH:26]([NH:25][S:23]([C:19]([CH3:21])([CH3:20])[CH3:22])=[O:24])[CH2:27][CH:28]([CH3:34])[C:29]([O:31][CH2:32][CH3:33])=[O:30], predict the reactants needed to synthesize it. The reactants are: I[C:2]1[CH:7]=[CH:6][CH:5]=[CH:4][C:3]=1[C:8]1[CH:13]=[CH:12][CH:11]=[CH:10][CH:9]=1.[Li]CCCC.[C:19]([S:23]([N:25]=[CH:26][CH2:27][CH:28]([CH3:34])[C:29]([O:31][CH2:32][CH3:33])=[O:30])=[O:24])([CH3:22])([CH3:21])[CH3:20].[NH4+].[Cl-]. (3) Given the product [C:9]([O:13][C:14]([N:1]1[C@@H:2]([C:3]([OH:5])=[O:4])[CH2:6][S:7][CH2:8]1)=[O:15])([CH3:12])([CH3:11])[CH3:10], predict the reactants needed to synthesize it. The reactants are: [NH:1]1[CH2:8][S:7][CH2:6][C@H:2]1[C:3]([OH:5])=[O:4].[C:9]([O:13][C:14](O[C:14]([O:13][C:9]([CH3:12])([CH3:11])[CH3:10])=[O:15])=[O:15])([CH3:12])([CH3:11])[CH3:10]. (4) Given the product [Cl:1][C:2]1[N:7]=[C:6]([C:8]2[S:12][C:11]([CH:13]([CH3:15])[CH3:14])=[N:10][C:9]=2[C:16]2[C:17]([F:29])=[C:18]([CH:19]=[CH:20][CH:21]=2)[NH2:22])[CH:5]=[CH:4][N:3]=1, predict the reactants needed to synthesize it. The reactants are: [Cl:1][C:2]1[N:7]=[C:6]([C:8]2[S:12][C:11]([CH:13]([CH3:15])[CH3:14])=[N:10][C:9]=2[C:16]2[C:17]([F:29])=[C:18]([NH:22]C(=O)OCC=C)[CH:19]=[CH:20][CH:21]=2)[CH:5]=[CH:4][N:3]=1.CC(O)=O.C([SnH](CCCC)CCCC)CCC. (5) The reactants are: C(OC(=O)[NH:7][CH2:8][C:9](=[O:27])[CH2:10][CH2:11][C:12]1[CH:17]=[CH:16][C:15]([C:18]2[N:19]=[C:20]([NH:23][C:24](=[O:26])[CH3:25])[S:21][CH:22]=2)=[CH:14][CH:13]=1)(C)(C)C.[ClH:29]. Given the product [ClH:29].[NH2:7][CH2:8][C:9](=[O:27])[CH2:10][CH2:11][C:12]1[CH:13]=[CH:14][C:15]([C:18]2[N:19]=[C:20]([NH:23][C:24](=[O:26])[CH3:25])[S:21][CH:22]=2)=[CH:16][CH:17]=1, predict the reactants needed to synthesize it. (6) Given the product [C:34]1([C:21]2[C:22]([CH2:23][C:24]3[N:29]=[C:28]([C:30]([O:32][CH3:33])=[O:31])[CH:27]=[CH:26][CH:25]=3)=[C:17]3[CH:16]=[CH:15][C:14]([CH:7]=[CH2:10])=[CH:19][N:18]3[N:20]=2)[CH:39]=[CH:38][CH:37]=[CH:36][CH:35]=1, predict the reactants needed to synthesize it. The reactants are: C(=O)([O-])[O-].[Na+].[Na+].[CH2:7]([CH2:10]OC)OC.Br[C:14]1[CH:15]=[CH:16][C:17]2[N:18]([N:20]=[C:21]([C:34]3[CH:39]=[CH:38][CH:37]=[CH:36][CH:35]=3)[C:22]=2[CH2:23][C:24]2[N:29]=[C:28]([C:30]([O:32][CH3:33])=[O:31])[CH:27]=[CH:26][CH:25]=2)[CH:19]=1.